From a dataset of Reaction yield outcomes from USPTO patents with 853,638 reactions. Predict the reaction yield, written as a fraction of the theoretical maximum amount of product (1.0 means a 100% yield; for example, 0.34 means a 34% yield). (1) The reactants are [N:1]1([C:6]2[CH:11]=[CH:10][C:9](/[CH:12]=[CH:13]/[C:14]([C:16]3[CH:21]=[C:20]([Cl:22])[CH:19]=[C:18]([Cl:23])[CH:17]=3)=[O:15])=[CH:8][CH:7]=2)[CH:5]=[N:4][CH:3]=[N:2]1.[F:24][C:25]([Si](C)(C)C)([F:27])[F:26].[F-].C([N+](CCCC)(CCCC)CCCC)CCC.Cl. The catalyst is C1COCC1. The product is [N:1]1([C:6]2[CH:11]=[CH:10][C:9](/[CH:12]=[CH:13]/[C:14]([C:16]3[CH:17]=[C:18]([Cl:23])[CH:19]=[C:20]([Cl:22])[CH:21]=3)([OH:15])[C:25]([F:27])([F:26])[F:24])=[CH:8][CH:7]=2)[CH:5]=[N:4][CH:3]=[N:2]1. The yield is 0.250. (2) The reactants are FC(F)(F)C(O)=O.[NH2:8][CH2:9]/[CH:10]=[CH:11]/[C:12]([O:14][CH2:15][CH3:16])=[O:13].ClC(Cl)(Cl)[C:19]([C:21]1[NH:22][CH:23]=[C:24]([I:26])[CH:25]=1)=[O:20].C(N(CC)C(C)C)(C)C. The catalyst is ClCCl. The product is [I:26][C:24]1[CH:25]=[C:21]([C:19]([NH:8][CH2:9]/[CH:10]=[CH:11]/[C:12]([O:14][CH2:15][CH3:16])=[O:13])=[O:20])[NH:22][CH:23]=1. The yield is 0.680. (3) The reactants are [F:1][CH:2]([F:21])[O:3][C:4]1[CH:20]=[CH:19][C:7]2[N:8]=[C:9]([NH:11][C:12]([N:14]3[CH:18]=[CH:17]N=C3)=S)[S:10][C:6]=2[CH:5]=1.C([N:24]([CH2:27]C)CC)C.C(N=C=NC(C)C)(C)C.[C:38]1(C)C=[CH:42][CH:41]=[CH:40][CH:39]=1.CN(C)C=[O:48]. No catalyst specified. The product is [F:21][CH:2]([F:1])[O:3][C:4]1[CH:20]=[CH:19][C:7]2[N:8]=[C:9]([NH:11][C:12]3[O:48][C@:17]4([CH2:18][N:14]=3)[CH:40]3[CH2:41][CH2:42][N:24]([CH2:38][CH2:39]3)[CH2:27]4)[S:10][C:6]=2[CH:5]=1. The yield is 0.555. (4) The reactants are Br[C:2]1[S:6][C:5]2[CH:7]=[CH:8][CH:9]=[CH:10][C:4]=2[CH:3]=1.[N:11]1[CH:16]=[CH:15][CH:14]=[CH:13][CH:12]=1.[Cu]C#N.C(N)CN. The catalyst is CN(C)C=O.O. The product is [C:12]([C:10]1[C:4]2[CH:3]=[CH:2][S:6][C:5]=2[CH:7]=[CH:8][CH:9]=1)#[N:11].[C:16]([C:15]1[CH:14]=[CH:13][C:12]2[CH:3]=[CH:2][S:6][C:5]=2[CH:4]=1)#[N:11]. The yield is 0.390. (5) The reactants are [F:1][C:2]1[CH:7]=[C:6]([CH:8]2[CH2:13][CH2:12][NH:11][CH2:10][CH2:9]2)[CH:5]=[CH:4][C:3]=1[NH:14][C:15]1[N:20]=[C:19]([CH2:21][CH2:22][C:23]2[CH:28]=[CH:27][CH:26]=[CH:25][C:24]=2[CH2:29][C:30]([NH2:32])=[O:31])[C:18]([C:33]([F:36])([F:35])[F:34])=[CH:17][N:16]=1.C=O.[C:39](O[BH-](OC(=O)C)OC(=O)C)(=O)C.[Na+]. The catalyst is CO. The product is [F:1][C:2]1[CH:7]=[C:6]([CH:8]2[CH2:13][CH2:12][N:11]([CH3:39])[CH2:10][CH2:9]2)[CH:5]=[CH:4][C:3]=1[NH:14][C:15]1[N:20]=[C:19]([CH2:21][CH2:22][C:23]2[CH:28]=[CH:27][CH:26]=[CH:25][C:24]=2[CH2:29][C:30]([NH2:32])=[O:31])[C:18]([C:33]([F:34])([F:36])[F:35])=[CH:17][N:16]=1. The yield is 0.520. (6) The reactants are [NH:1]1[C:9]2[C:4](=[CH:5][CH:6]=[C:7]([C:10]([OH:12])=[O:11])[CH:8]=2)[CH:3]=[CH:2]1.C(N(C(C)C)CC)(C)C.[C:22](O[C:22]([O:24][C:25]([CH3:28])([CH3:27])[CH3:26])=[O:23])([O:24][C:25]([CH3:28])([CH3:27])[CH3:26])=[O:23]. The catalyst is CC#N.CN(C=O)C.CN(C)C1C=CN=CC=1. The product is [C:25]([O:24][C:22]([N:1]1[C:9]2[C:4](=[CH:5][CH:6]=[C:7]([C:10]([OH:12])=[O:11])[CH:8]=2)[CH:3]=[CH:2]1)=[O:23])([CH3:28])([CH3:27])[CH3:26]. The yield is 0.580.